Dataset: Forward reaction prediction with 1.9M reactions from USPTO patents (1976-2016). Task: Predict the product of the given reaction. (1) Given the reactants [Cl:1][C:2]1[CH:3]=[N:4][C:5]2[C:10]([CH:11]=1)=[CH:9][C:8](N)=[CH:7][C:6]=2[CH3:13].P(=O)(O)(O)[OH:15], predict the reaction product. The product is: [Cl:1][C:2]1[CH:3]=[N:4][C:5]2[C:10]([CH:11]=1)=[CH:9][C:8]([OH:15])=[CH:7][C:6]=2[CH3:13]. (2) Given the reactants [Br:1][C:2]1[C:7]2[C:8]([C:11]([OH:13])=O)=[CH:9][O:10][C:6]=2[CH:5]=[C:4]([Br:14])[C:3]=1[OH:15].[CH3:16][O:17][C:18]1[CH:19]=[C:20]([CH:22]=[CH:23][C:24]=1[O:25][CH3:26])[NH2:21].C(Cl)CCl, predict the reaction product. The product is: [CH3:16][O:17][C:18]1[CH:19]=[C:20]([NH:21][C:11]([C:8]2[C:7]3[C:2]([Br:1])=[C:3]([OH:15])[C:4]([Br:14])=[CH:5][C:6]=3[O:10][CH:9]=2)=[O:13])[CH:22]=[CH:23][C:24]=1[O:25][CH3:26]. (3) Given the reactants [C:1]([O:5][C:6](=[O:28])[NH:7][C:8]1[CH:13]=[CH:12][C:11]([CH:14]2[CH2:18][C:17](=[O:19])[N:16]([CH2:20][C:21]3[CH:26]=[CH:25][CH:24]=[CH:23][CH:22]=3)[C:15]2=[O:27])=[CH:10][CH:9]=1)([CH3:4])([CH3:3])[CH3:2].[C:29](=O)([O-])[O-].[Cs+].[Cs+].CI, predict the reaction product. The product is: [C:1]([O:5][C:6](=[O:28])[NH:7][C:8]1[CH:9]=[CH:10][C:11]([C:14]2([CH3:29])[CH2:18][C:17](=[O:19])[N:16]([CH2:20][C:21]3[CH:22]=[CH:23][CH:24]=[CH:25][CH:26]=3)[C:15]2=[O:27])=[CH:12][CH:13]=1)([CH3:4])([CH3:2])[CH3:3].